This data is from Reaction yield outcomes from USPTO patents with 853,638 reactions. The task is: Predict the reaction yield, written as a fraction of the theoretical maximum amount of product (1.0 means a 100% yield; for example, 0.34 means a 34% yield). (1) The reactants are [Cl:1][C:2]1[CH:3]=[CH:4][C:5]([NH:8][C:9](=[O:21])[C:10]2[CH:15]=[CH:14][C:13]([C:16]([O:18][CH3:19])=[O:17])=[CH:12][C:11]=2[NH2:20])=[N:6][CH:7]=1.[CH3:22][S:23][C:24]1[CH:32]=[CH:31][C:27]([C:28](O)=[O:29])=[C:26]([O:33][CH2:34][CH2:35][CH2:36][NH:37][C:38]([O:40][C:41]([CH3:44])([CH3:43])[CH3:42])=[O:39])[CH:25]=1. No catalyst specified. The product is [Cl:1][C:2]1[CH:3]=[CH:4][C:5]([NH:8][C:9](=[O:21])[C:10]2[CH:15]=[CH:14][C:13]([C:16]([O:18][CH3:19])=[O:17])=[CH:12][C:11]=2[NH:20][C:28](=[O:29])[C:27]2[CH:31]=[CH:32][C:24]([S:23][CH3:22])=[CH:25][C:26]=2[O:33][CH2:34][CH2:35][CH2:36][NH:37][C:38]([O:40][C:41]([CH3:43])([CH3:42])[CH3:44])=[O:39])=[N:6][CH:7]=1. The yield is 0.500. (2) The reactants are [CH2:1]([C:7]1[CH2:16][CH2:15][C:14]2[CH:13]=[C:12]([C@H:17]3[CH2:26][CH2:25][C@@:19]4([NH:23][C:22](=[O:24])[O:21][CH2:20]4)[CH2:18]3)[CH:11]=[CH:10][C:9]=2[CH:8]=1)[CH2:2][CH2:3][CH2:4][CH2:5][CH3:6].C[C@H]1[C@H](B)C[C@@H]2C[C@H]1C2(C)C.B.B(F)(F)F.[OH-].[Na+].OO. The catalyst is C(Cl)Cl.C1COCC1.O.CO. The product is [CH2:1]([CH:7]1[CH2:16][CH2:15][C:14]2[CH:13]=[C:12]([C@H:17]3[CH2:26][CH2:25][C@@:19]4([NH:23][C:22](=[O:24])[O:21][CH2:20]4)[CH2:18]3)[CH:11]=[CH:10][C:9]=2[CH2:8]1)[CH2:2][CH2:3][CH2:4][CH2:5][CH3:6]. The yield is 0.860. (3) The reactants are [CH3:1][C:2]1[CH:7]=[CH:6][N:5]=[CH:4][C:3]=1[NH:8][C:9](=[O:15])[O:10][C:11]([CH3:14])([CH3:13])[CH3:12]. The catalyst is CO.[Rh]. The product is [CH3:1][C@H:2]1[CH2:7][CH2:6][NH:5][CH2:4][C@H:3]1[NH:8][C:9](=[O:15])[O:10][C:11]([CH3:14])([CH3:13])[CH3:12]. The yield is 0.310. (4) The product is [CH2:6]([O:8][C:9]1[CH:14]=[CH:13][CH:12]=[CH:11][C:10]=1[C:15]1[CH:20]=[CH:19][C:18]([NH2:21])=[CH:17][C:16]=1[N+:24]([O-:26])=[O:25])[CH3:7]. The catalyst is O. The yield is 0.950. The reactants are O.[S-2].[Na+].[Na+].[S].[CH2:6]([O:8][C:9]1[CH:14]=[CH:13][CH:12]=[CH:11][C:10]=1[C:15]1[CH:20]=[CH:19][C:18]([N+:21]([O-])=O)=[CH:17][C:16]=1[N+:24]([O-:26])=[O:25])[CH3:7].[Na+].[Cl-]. (5) The reactants are [NH2:1][CH:2]1[CH2:7][CH2:6][N:5]([C:8]2[CH:18]=[CH:17][C:11]([C:12]([O:14][CH2:15][CH3:16])=[O:13])=[CH:10][CH:9]=2)[CH2:4][CH2:3]1.CCN(CC)CC.[C:26](Cl)(=[O:28])[CH3:27]. The catalyst is C(Cl)Cl. The product is [C:26]([NH:1][CH:2]1[CH2:7][CH2:6][N:5]([C:8]2[CH:18]=[CH:17][C:11]([C:12]([O:14][CH2:15][CH3:16])=[O:13])=[CH:10][CH:9]=2)[CH2:4][CH2:3]1)(=[O:28])[CH3:27]. The yield is 1.00.